This data is from Reaction yield outcomes from USPTO patents with 853,638 reactions. The task is: Predict the reaction yield, written as a fraction of the theoretical maximum amount of product (1.0 means a 100% yield; for example, 0.34 means a 34% yield). The reactants are C([O:5][C:6]([N:8]1[CH2:11][CH:10]([CH2:12][C:13]2[CH:18]=[CH:17][CH:16]=[CH:15][C:14]=2[O:19][CH3:20])[CH2:9]1)=O)(C)(C)C.C(O)([C:23]([F:26])([F:25])[F:24])=O.C(N(CC)CC)C.FC(F)(F)C(OC(=O)C(F)(F)F)=O.C([O-])(O)=O.[Na+]. The catalyst is C(Cl)Cl.CCOC(C)=O. The product is [F:24][C:23]([F:26])([F:25])[C:6]([N:8]1[CH2:11][CH:10]([CH2:12][C:13]2[CH:18]=[CH:17][CH:16]=[CH:15][C:14]=2[O:19][CH3:20])[CH2:9]1)=[O:5]. The yield is 0.750.